From a dataset of Catalyst prediction with 721,799 reactions and 888 catalyst types from USPTO. Predict which catalyst facilitates the given reaction. (1) Reactant: [NH:1]1[CH2:4][CH:3]([C:5]2[NH:9][N:8]=[C:7]([C:10]3[CH:15]=[CH:14][CH:13]=[CH:12][N:11]=3)[N:6]=2)[CH2:2]1.C(N(CC)CC)C.[CH3:23][C:24]1[N:25]=[C:26]2[N:31]=[C:30]([C:32]3[CH:39]=[CH:38][C:35]([CH:36]=O)=[CH:34][CH:33]=3)[C:29]([C:40]3[CH:45]=[CH:44][CH:43]=[CH:42][CH:41]=3)=[C:28]([NH:46][CH:47]([CH3:49])[CH3:48])[N:27]2[CH:50]=1.C(O)(=O)C.[BH-](OC(C)=O)(OC(C)=O)OC(C)=O.[Na+]. Product: [CH:47]([NH:46][C:28]1[N:27]2[CH:50]=[C:24]([CH3:23])[N:25]=[C:26]2[N:31]=[C:30]([C:32]2[CH:39]=[CH:38][C:35]([CH2:36][N:1]3[CH2:4][CH:3]([C:5]4[N:6]=[C:7]([C:10]5[CH:15]=[CH:14][CH:13]=[CH:12][N:11]=5)[NH:8][N:9]=4)[CH2:2]3)=[CH:34][CH:33]=2)[C:29]=1[C:40]1[CH:41]=[CH:42][CH:43]=[CH:44][CH:45]=1)([CH3:49])[CH3:48]. The catalyst class is: 37. (2) Reactant: [C:1]([O:4][C@H:5]1[C@:14]2([OH:15])[C@@H:9]([CH2:10][CH2:11]C[CH2:13]2)[O:8][C@@H:7]([C:16]2[CH:21]=[CH:20][N:19]=[CH:18][C:17]=2[N+:22]([O-])=O)[CH2:6]1)(=[O:3])[CH3:2]. Product: [C:1]([O:4][C@H:5]1[CH2:6][C@@H:7]([C:16]2[CH:21]=[CH:20][N:19]=[CH:18][C:17]=2[NH2:22])[O:8][C@@H:9]([CH2:10][CH3:11])[C@@:14]1([OH:15])[CH3:13])(=[O:3])[CH3:2].[C:1]([O:4][C@@H:5]1[CH2:6][C@H:7]([C:16]2[CH:21]=[CH:20][N:19]=[CH:18][C:17]=2[NH2:22])[O:8][C@H:9]([CH2:10][CH3:11])[C@:14]1([OH:15])[CH3:13])(=[O:3])[CH3:2]. The catalyst class is: 579. (3) Reactant: [H-].[Na+].[Br:3][C:4]1[CH:18]=[CH:17][C:16]([O:19][CH3:20])=[CH:15][C:5]=1[CH2:6]P(=O)(OCC)OCC.[C:21]([O:25][C:26]([N:28]1[CH2:33][CH2:32][C:31](=O)[CH2:30][CH2:29]1)=[O:27])([CH3:24])([CH3:23])[CH3:22].COCCOC. Product: [C:21]([O:25][C:26]([N:28]1[CH2:33][CH2:32][C:31](=[CH:6][C:5]2[CH:15]=[C:16]([O:19][CH3:20])[CH:17]=[CH:18][C:4]=2[Br:3])[CH2:30][CH2:29]1)=[O:27])([CH3:24])([CH3:22])[CH3:23]. The catalyst class is: 6. (4) Reactant: [F:1][C:2]([C@:6]1([NH:18][C:19]#[N:20])[C:14]2[C:9](=[CH:10][CH:11]=[C:12]([N+:15]([O-:17])=[O:16])[CH:13]=2)[CH2:8][CH2:7]1)([F:5])[CH2:3][OH:4].[OH-].[NH4+]. Product: [F:1][C:2]1([F:5])[CH2:3][O:4][C:19]([NH2:20])=[N:18][C@@:6]21[C:14]1[C:9](=[CH:10][CH:11]=[C:12]([N+:15]([O-:17])=[O:16])[CH:13]=1)[CH2:8][CH2:7]2. The catalyst class is: 5.